Dataset: Drug-target binding data from BindingDB using IC50 measurements. Task: Regression. Given a target protein amino acid sequence and a drug SMILES string, predict the binding affinity score between them. We predict pIC50 (pIC50 = -log10(IC50 in M); higher means more potent). Dataset: bindingdb_ic50. The drug is COC(=O)c1cc2occc2n1CC(=O)c1cccc(OC)c1. The target protein (P9WFK7) has sequence MTVTLCSPTEDDWPGMFLLAAASFTDFIGPESATAWRTLVPTDGAVVVRDGAGPGSEVVGMALYMDLRLTVPGEVVLPTAGLSFVAVAPTHRRRGLLRAMCAELHRRIADSGYPVAALHASEGGIYGRFGYGPATTLHELTVDRRFARFHADAPGGGLGGSSVRLVRPTEHRGEFEAIYERWRQQVPGGLLRPQVLWDELLAECKAAPGGDRESFALLHPDGYALYRVDRTDLKLARVSELRAVTADAHCALWRALIGLDSMERISIITHPQDPLPHLLTDTRLARTTWRQDGLWLRIMNVPAALEARGYAHEVGEFSTVLEVSDGGRFALKIGDGRARCTPTDAAAEIEMDRDVLGSLYLGAHRASTLAAANRLRTKDSQLLRRLDAAFASDVPVQTAFEF. The pIC50 is 3.7.